This data is from Reaction yield outcomes from USPTO patents with 853,638 reactions. The task is: Predict the reaction yield, written as a fraction of the theoretical maximum amount of product (1.0 means a 100% yield; for example, 0.34 means a 34% yield). (1) The reactants are [CH3:1][N:2]([CH3:4])[NH2:3].C(N(CC)CC)C.[C:12](Cl)(=[O:17])[C:13]([CH3:16])([CH3:15])[CH3:14]. The catalyst is C(OCC)C. The product is [CH3:1][N:2]([CH3:4])[NH:3][C:12](=[O:17])[C:13]([CH3:16])([CH3:15])[CH3:14]. The yield is 0.960. (2) The reactants are [NH2:1][C:2]1[C:3]([C:16]([NH:18][CH2:19][CH3:20])=[O:17])=[N:4][C:5]([C:8]2[CH:13]=[CH:12][CH:11]=[C:10]([CH2:14]Br)[CH:9]=2)=[CH:6][N:7]=1.[C@@H:21]1([NH2:30])[C:29]2[C:24](=[CH:25][CH:26]=[CH:27][CH:28]=2)[CH2:23][CH2:22]1.C(N(C(C)C)CC)(C)C. The catalyst is C(#N)C. The product is [NH2:1][C:2]1[C:3]([C:16]([NH:18][CH2:19][CH3:20])=[O:17])=[N:4][C:5]([C:8]2[CH:13]=[CH:12][CH:11]=[C:10]([CH2:14][NH:30][C@@H:21]3[C:29]4[C:24](=[CH:25][CH:26]=[CH:27][CH:28]=4)[CH2:23][CH2:22]3)[CH:9]=2)=[CH:6][N:7]=1. The yield is 0.390. (3) The reactants are [C:1]([O:5][C:6]([N:8]([CH2:19][C:20]1[CH:25]=[CH:24][CH:23]=[CH:22][CH:21]=1)[C@H:9]([CH2:17][OH:18])[CH2:10][C:11]1[CH:16]=[CH:15][CH:14]=[CH:13][CH:12]=1)=[O:7])([CH3:4])([CH3:3])[CH3:2].CC1(C)N([O])C(C)(C)CCC1.[Br-].[Na+].C(=O)(O)[O-].[Na+]. The catalyst is C1(C)C=CC=CC=1.O.C(OCC)(=O)C. The product is [C:1]([O:5][C:6]([N:8]([CH2:19][C:20]1[CH:21]=[CH:22][CH:23]=[CH:24][CH:25]=1)[C@H:9]([CH:17]=[O:18])[CH2:10][C:11]1[CH:12]=[CH:13][CH:14]=[CH:15][CH:16]=1)=[O:7])([CH3:4])([CH3:2])[CH3:3]. The yield is 1.00. (4) The reactants are [CH2:1]([N:8]1[C@@H:13]([CH3:14])[CH2:12][O:11][CH2:10][C:9]1=[O:15])[C:2]1[CH:7]=[CH:6][CH:5]=[CH:4][CH:3]=1.[Li+].CC([N-]C(C)C)C.[CH2:24]=[O:25]. The catalyst is C1COCC1. The product is [CH2:1]([N:8]1[CH:13]([CH3:14])[CH2:12][O:11][C@@H:10]([CH2:24][OH:25])[C:9]1=[O:15])[C:2]1[CH:3]=[CH:4][CH:5]=[CH:6][CH:7]=1. The yield is 0.350. (5) The reactants are [CH:1]([C:4]1[C:5]([O:34][CH2:35][O:36][CH3:37])=[CH:6][C:7]([O:30][CH2:31][O:32][CH3:33])=[C:8]([C:10]2[N:11]([C:16]3[CH:21]=[CH:20][C:19]([CH2:22][N:23]4[CH2:28][CH2:27][N:26]([CH3:29])[CH2:25][CH2:24]4)=[CH:18][CH:17]=3)[C:12](=[S:15])[NH:13][N:14]=2)[CH:9]=1)([CH3:3])[CH3:2].[C:38](=O)([O-])[O-].[K+].[K+].C(O)C.CI. The catalyst is C(OCC)C. The product is [CH:1]([C:4]1[C:5]([O:34][CH2:35][O:36][CH3:37])=[CH:6][C:7]([O:30][CH2:31][O:32][CH3:33])=[C:8]([C:10]2[N:11]([C:16]3[CH:17]=[CH:18][C:19]([CH2:22][N:23]4[CH2:28][CH2:27][N:26]([CH3:29])[CH2:25][CH2:24]4)=[CH:20][CH:21]=3)[C:12]([S:15][CH3:38])=[N:13][N:14]=2)[CH:9]=1)([CH3:3])[CH3:2]. The yield is 0.630.